This data is from Reaction yield outcomes from USPTO patents with 853,638 reactions. The task is: Predict the reaction yield, written as a fraction of the theoretical maximum amount of product (1.0 means a 100% yield; for example, 0.34 means a 34% yield). The reactants are [NH2:1][C:2]1[C:10]([CH3:11])=[C:9]([O:12][CH3:13])[CH:8]=[CH:7][C:3]=1[C:4]([NH2:6])=[O:5].C(N)(=O)C1C=CC=CC=1.[F:23][C:24]1[CH:25]=[C:26]([CH:30]=[C:31]([F:33])[CH:32]=1)[C:27](Cl)=O. No catalyst specified. The product is [F:23][C:24]1[CH:25]=[C:26]([C:27]2[N:6]=[C:4]([OH:5])[C:3]3[C:2](=[C:10]([CH3:11])[C:9]([O:12][CH3:13])=[CH:8][CH:7]=3)[N:1]=2)[CH:30]=[C:31]([F:33])[CH:32]=1. The yield is 0.850.